From a dataset of Reaction yield outcomes from USPTO patents with 853,638 reactions. Predict the reaction yield, written as a fraction of the theoretical maximum amount of product (1.0 means a 100% yield; for example, 0.34 means a 34% yield). (1) The reactants are [C:1]1([N:7]2[C:17]3[C:12](=[CH:13][CH:14]=[CH:15][CH:16]=3)[C:10](=O)[C:8]2=[O:9])[CH:6]=[CH:5][CH:4]=[CH:3][CH:2]=1.[NH2:18][C:19]1[CH:20]=[CH:21][C:22]([Cl:25])=[N:23][CH:24]=1. No catalyst specified. The product is [Cl:25][C:22]1[N:23]=[CH:24][C:19]([N:18]=[C:10]2[C:12]3[C:17](=[CH:16][CH:15]=[CH:14][CH:13]=3)[N:7]([C:1]3[CH:6]=[CH:5][CH:4]=[CH:3][CH:2]=3)[C:8]2=[O:9])=[CH:20][CH:21]=1. The yield is 0.590. (2) The reactants are [C:1]([C:5]1[CH:10]=[CH:9][C:8]([CH2:11][C:12]([NH:14][C@@H:15]([C:28]2[N:29]=[N:30][N:31]([C:33]([CH3:37])([CH3:36])[CH2:34]O)[CH:32]=2)[C:16]2[CH:21]=[CH:20][C:19]([O:22][CH2:23][C:24]([F:27])([F:26])[F:25])=[CH:18][N:17]=2)=[O:13])=[CH:7][CH:6]=1)([CH3:4])([CH3:3])[CH3:2].CCN(C(C)C)C(C)C.F.F.F.C(N(CC)C(C)C)(C)C.[F:59]C(F)(S(F)(=O)=O)C(F)(F)C(F)(F)C(F)(F)F. The catalyst is CC#N. The product is [C:1]([C:5]1[CH:10]=[CH:9][C:8]([CH2:11][C:12]([NH:14][C@@H:15]([C:28]2[N:29]=[N:30][N:31]([C:33]([CH3:37])([CH3:36])[CH2:34][F:59])[CH:32]=2)[C:16]2[CH:21]=[CH:20][C:19]([O:22][CH2:23][C:24]([F:27])([F:25])[F:26])=[CH:18][N:17]=2)=[O:13])=[CH:7][CH:6]=1)([CH3:2])([CH3:4])[CH3:3]. The yield is 0.160.